From a dataset of Acute oral toxicity (LD50) regression data from Zhu et al.. Regression/Classification. Given a drug SMILES string, predict its toxicity properties. Task type varies by dataset: regression for continuous values (e.g., LD50, hERG inhibition percentage) or binary classification for toxic/non-toxic outcomes (e.g., AMES mutagenicity, cardiotoxicity, hepatotoxicity). Dataset: ld50_zhu. (1) The drug is C1CCNCC1. The rat oral LD50 is 2.33, given as -log10 of the dose in mol/kg body weight (higher means more acutely toxic). (2) The molecule is CC(O)CCC(C)O. The rat oral LD50 is 1.77, given as -log10 of the dose in mol/kg body weight (higher means more acutely toxic). (3) The compound is c1ccc2cc(Nc3ccc(Nc4ccc5ccccc5c4)cc3)ccc2c1. The rat oral LD50 is 1.90, given as -log10 of the dose in mol/kg body weight (higher means more acutely toxic).